This data is from Forward reaction prediction with 1.9M reactions from USPTO patents (1976-2016). The task is: Predict the product of the given reaction. (1) Given the reactants [Cl:1][C:2]1[C:7]([F:8])=[C:6]([CH2:9][OH:10])[CH:5]=[CH:4][N:3]=1, predict the reaction product. The product is: [Cl:1][C:2]1[C:7]([F:8])=[C:6]([CH:9]=[O:10])[CH:5]=[CH:4][N:3]=1. (2) Given the reactants [C:1]([C:3]1[C:4]([N:22]2[CH2:27][CH2:26][CH:25]([C:28]([OH:30])=O)[CH2:24][CH2:23]2)=[N:5][C:6]([CH2:15][N:16]2[CH2:20][CH2:19][CH2:18][C:17]2=[O:21])=[C:7]([C:9]([O:11][CH:12]([CH3:14])[CH3:13])=[O:10])[CH:8]=1)#[N:2].[Cl:31][C:32]1[CH:37]=[CH:36][C:35]([CH2:38][S:39]([NH2:42])(=[O:41])=[O:40])=[CH:34][CH:33]=1, predict the reaction product. The product is: [Cl:31][C:32]1[CH:37]=[CH:36][C:35]([CH2:38][S:39]([NH:42][C:28]([CH:25]2[CH2:24][CH2:23][N:22]([C:4]3[C:3]([C:1]#[N:2])=[CH:8][C:7]([C:9]([O:11][CH:12]([CH3:14])[CH3:13])=[O:10])=[C:6]([CH2:15][N:16]4[CH2:20][CH2:19][CH2:18][C:17]4=[O:21])[N:5]=3)[CH2:27][CH2:26]2)=[O:30])(=[O:40])=[O:41])=[CH:34][CH:33]=1.